This data is from Full USPTO retrosynthesis dataset with 1.9M reactions from patents (1976-2016). The task is: Predict the reactants needed to synthesize the given product. (1) Given the product [Br:1][C:2]1[CH:3]=[C:4]2[C:8](=[CH:9][CH:10]=1)[NH:7][C:6](=[O:11])/[C:5]/2=[CH:29]/[C:25]1[CH:24]=[C:23]2[C:28]([C:20](/[CH:19]=[CH:18]/[C:15]3[CH:14]=[CH:13][N:12]=[CH:17][CH:16]=3)=[N:21][N:22]2[CH2:31][O:32][CH2:33][CH2:34][Si:35]([CH3:37])([CH3:38])[CH3:36])=[CH:27][CH:26]=1, predict the reactants needed to synthesize it. The reactants are: [Br:1][C:2]1[CH:3]=[C:4]2[C:8](=[CH:9][CH:10]=1)[NH:7][C:6](=[O:11])[CH2:5]2.[N:12]1[CH:17]=[CH:16][C:15](/[CH:18]=[CH:19]/[C:20]2[C:28]3[C:23](=[CH:24][C:25]([CH:29]=O)=[CH:26][CH:27]=3)[N:22]([CH2:31][O:32][CH2:33][CH2:34][Si:35]([CH3:38])([CH3:37])[CH3:36])[N:21]=2)=[CH:14][CH:13]=1. (2) The reactants are: CON(C)[C:4]([C:6]1[N:7]=[CH:8][N:9]([C:11]2[CH:12]=[C:13]([C:17]3[CH:22]=[CH:21][CH:20]=[CH:19][CH:18]=3)[CH:14]=[CH:15][CH:16]=2)[CH:10]=1)=[O:5].Br[C:25]1[CH:30]=[CH:29][CH:28]=[CH:27][C:26]=1[O:31][CH3:32]. Given the product [C:13]1([C:17]2[CH:18]=[CH:19][CH:20]=[CH:21][CH:22]=2)[CH:14]=[CH:15][CH:16]=[C:11]([N:9]2[CH:10]=[C:6]([C:4]([C:25]3[CH:30]=[CH:29][CH:28]=[CH:27][C:26]=3[O:31][CH3:32])=[O:5])[N:7]=[CH:8]2)[CH:12]=1, predict the reactants needed to synthesize it. (3) The reactants are: [C:1]([CH2:4][N:5]1[C:9]([C:10]2[CH:15]=[C:14]([CH3:16])[CH:13]=[CH:12][C:11]=2O)=[C:8]([C:18]([OH:20])=[O:19])[CH:7]=[N:6]1)([OH:3])=O.CCN=C=N[CH2:26][CH2:27][CH2:28][N:29]([CH3:31])C.[CH2:32]([N:34](CC)CC)C.CN(C(ON1N=N[C:49]2[CH:50]=[CH:51]C=N[C:48]1=2)=[N+](C)C)C.F[P-](F)(F)(F)(F)F. Given the product [CH:27]1([CH2:28][NH:29][CH2:31][CH2:32][NH:34][C:1](=[O:3])[CH2:4][N:5]2[C:9]3[C:10]4[CH:15]=[C:14]([CH3:16])[CH:13]=[CH:12][C:11]=4[O:20][C:18](=[O:19])[C:8]=3[CH:7]=[N:6]2)[CH2:26][CH2:51][CH2:50][CH2:49][CH2:48]1, predict the reactants needed to synthesize it. (4) Given the product [CH2:35]([O:42][C:43]1[CH:48]=[C:47]([C:16]2[CH:17]=[C:12]([CH2:11][O:10][C:9]([C:27]3[CH:28]=[CH:29][C:30]([O:33][CH3:34])=[CH:31][CH:32]=3)([C:6]3[CH:7]=[CH:8][C:3]([O:2][CH3:1])=[CH:4][CH:5]=3)[C:21]3[CH:26]=[CH:25][CH:24]=[CH:23][CH:22]=3)[CH:13]=[C:14]([CH2:19][OH:20])[CH:15]=2)[CH:46]=[CH:45][CH:44]=1)[C:36]1[CH:41]=[CH:40][CH:39]=[CH:38][CH:37]=1, predict the reactants needed to synthesize it. The reactants are: [CH3:1][O:2][C:3]1[CH:8]=[CH:7][C:6]([C:9]([C:27]2[CH:32]=[CH:31][C:30]([O:33][CH3:34])=[CH:29][CH:28]=2)([C:21]2[CH:26]=[CH:25][CH:24]=[CH:23][CH:22]=2)[O:10][CH2:11][C:12]2[CH:13]=[C:14]([CH2:19][OH:20])[CH:15]=[C:16](Br)[CH:17]=2)=[CH:5][CH:4]=1.[CH2:35]([O:42][C:43]1[CH:44]=[C:45](B(O)O)[CH:46]=[CH:47][CH:48]=1)[C:36]1[CH:41]=[CH:40][CH:39]=[CH:38][CH:37]=1.C([O-])([O-])=O.[Na+].[Na+]. (5) The reactants are: Cl[C:2]1[C:3]([C:10]([OH:12])=[O:11])=[CH:4][N:5]([CH3:9])[C:6](=[O:8])[CH:7]=1.[F:13][C:14]1[CH:20]=[C:19]([I:21])[CH:18]=[CH:17][C:15]=1[NH2:16].C[Si]([N-][Si](C)(C)C)(C)C.[Li+].C(OCC)(=O)C. Given the product [F:13][C:14]1[CH:20]=[C:19]([I:21])[CH:18]=[CH:17][C:15]=1[NH:16][C:2]1[C:3]([C:10]([OH:12])=[O:11])=[CH:4][N:5]([CH3:9])[C:6](=[O:8])[CH:7]=1, predict the reactants needed to synthesize it. (6) Given the product [N+:9]([C:5]1[CH:4]=[CH:3][C:2]([NH:19][CH:20]([CH2:23][OH:24])[CH2:21][OH:22])=[CH:7][C:6]=1[CH3:8])([O-:11])=[O:10], predict the reactants needed to synthesize it. The reactants are: F[C:2]1[CH:3]=[CH:4][C:5]([N+:9]([O-:11])=[O:10])=[C:6]([CH3:8])[CH:7]=1.CN1CCCC1=O.[NH2:19][CH:20]([CH2:23][OH:24])[CH2:21][OH:22]. (7) Given the product [CH2:13]([NH:12][CH:9]([CH2:10][CH3:11])[CH2:8][CH3:7])[CH:14]([CH3:16])[CH3:15], predict the reactants needed to synthesize it. The reactants are: [H-].[H-].[H-].[H-].[Li+].[Al+3].[CH3:7][CH2:8][CH:9]([NH:12][C:13](=O)[CH:14]([CH3:16])[CH3:15])[CH2:10][CH3:11]. (8) The reactants are: [N+:1]([C:4]1[CH:8]=[CH:7][N:6]([CH2:9][CH:10]([CH3:12])[CH3:11])[N:5]=1)([O-])=O.CO.[H][H]. Given the product [CH2:9]([N:6]1[CH:7]=[CH:8][C:4]([NH2:1])=[N:5]1)[CH:10]([CH3:12])[CH3:11], predict the reactants needed to synthesize it. (9) Given the product [NH2:1][C:2]1[C:10]2[C:5](=[N:6][CH:7]=[CH:8][C:9]=2[C:11]([F:12])([F:13])[F:14])[S:4][C:3]=1[C:15]([NH:60][CH2:59][CH2:58][C:55]1[CH:56]=[CH:57][C:52]([CH3:51])=[CH:53][CH:54]=1)=[O:17], predict the reactants needed to synthesize it. The reactants are: [NH2:1][C:2]1[C:10]2[C:5](=[N:6][CH:7]=[CH:8][C:9]=2[C:11]([F:14])([F:13])[F:12])[S:4][C:3]=1[C:15]([OH:17])=O.CN(C(ON1N=NC2C=CC=NC1=2)=[N+](C)C)C.F[P-](F)(F)(F)(F)F.CCN(C(C)C)C(C)C.[CH3:51][C:52]1[CH:57]=[CH:56][C:55]([CH2:58][CH2:59][NH2:60])=[CH:54][CH:53]=1.